Dataset: NCI-60 drug combinations with 297,098 pairs across 59 cell lines. Task: Regression. Given two drug SMILES strings and cell line genomic features, predict the synergy score measuring deviation from expected non-interaction effect. Drug 1: C1=CC(=CC=C1C#N)C(C2=CC=C(C=C2)C#N)N3C=NC=N3. Drug 2: C1=CN(C(=O)N=C1N)C2C(C(C(O2)CO)O)O.Cl. Cell line: HOP-92. Synergy scores: CSS=32.8, Synergy_ZIP=2.77, Synergy_Bliss=2.04, Synergy_Loewe=-5.31, Synergy_HSA=0.0878.